Task: Predict the reactants needed to synthesize the given product.. Dataset: Full USPTO retrosynthesis dataset with 1.9M reactions from patents (1976-2016) (1) Given the product [Cl:1][C:2]1[CH:8]=[C:7]([O:9][C:10]2[C:11]3[N:18]([CH2:19][CH2:20][O:21][CH3:22])[CH:17]=[CH:16][C:12]=3[N:13]=[CH:14][N:15]=2)[CH:6]=[CH:5][C:3]=1[NH:4][C:39]([NH:38][C:34]1[CH:35]=[CH:36][CH:37]=[C:32]([C:31]([F:30])([F:41])[F:42])[CH:33]=1)=[O:40], predict the reactants needed to synthesize it. The reactants are: [Cl:1][C:2]1[CH:8]=[C:7]([O:9][C:10]2[C:11]3[N:18]([CH2:19][CH2:20][O:21][CH3:22])[CH:17]=[CH:16][C:12]=3[N:13]=[CH:14][N:15]=2)[CH:6]=[CH:5][C:3]=1[NH2:4].C(N(CC)CC)C.[F:30][C:31]([F:42])([F:41])[C:32]1[CH:33]=[C:34]([N:38]=[C:39]=[O:40])[CH:35]=[CH:36][CH:37]=1. (2) The reactants are: [Cl:1][C:2]1[C:10]([F:11])=[CH:9][CH:8]=[CH:7][C:3]=1[C:4]([OH:6])=O.[F:12][C:13]1([F:31])[CH2:18][CH2:17][C:16]([CH2:29][NH2:30])([C:19]2[CH:20]=[N:21][C:22]([C:25]([F:28])([F:27])[F:26])=[CH:23][CH:24]=2)[CH2:15][CH2:14]1. Given the product [Cl:1][C:2]1[C:10]([F:11])=[CH:9][CH:8]=[CH:7][C:3]=1[C:4]([NH:30][CH2:29][C:16]1([C:19]2[CH:20]=[N:21][C:22]([C:25]([F:28])([F:26])[F:27])=[CH:23][CH:24]=2)[CH2:17][CH2:18][C:13]([F:12])([F:31])[CH2:14][CH2:15]1)=[O:6], predict the reactants needed to synthesize it. (3) Given the product [C:1]([C:4]1[C:8]([NH:9][C:10]([NH2:12])=[O:11])=[CH:7][N:6]([C:13]2[CH:18]=[CH:17][C:16]([S:19]([CH:20]3[CH2:25][CH2:24][CH2:23][CH2:22][CH2:21]3)=[O:28])=[CH:15][CH:14]=2)[N:5]=1)(=[O:3])[NH2:2], predict the reactants needed to synthesize it. The reactants are: [C:1]([C:4]1[C:8]([NH:9][C:10]([NH2:12])=[O:11])=[CH:7][N:6]([C:13]2[CH:18]=[CH:17][C:16]([S:19][CH:20]3[CH2:25][CH2:24][CH2:23][CH2:22][CH2:21]3)=[CH:15][CH:14]=2)[N:5]=1)(=[O:3])[NH2:2].C(O)(=[O:28])C.OO. (4) Given the product [CH3:1][O:2][CH:3]1[CH2:8][CH2:7][CH:6]([CH:9]=[O:10])[CH2:5][CH2:4]1, predict the reactants needed to synthesize it. The reactants are: [CH3:1][O:2][CH:3]1[CH2:8][CH2:7][CH:6]([C:9](OCC)=[O:10])[CH2:5][CH2:4]1.CC(C[AlH]CC(C)C)C. (5) Given the product [C:1]([O:5][C:6]([N:8]1[CH2:9][CH2:10][C:11](=[O:14])[CH:12]([C:25](=[O:26])[C:24]([F:31])([F:30])[F:23])[CH2:13]1)=[O:7])([CH3:4])([CH3:2])[CH3:3], predict the reactants needed to synthesize it. The reactants are: [C:1]([O:5][C:6]([N:8]1[CH2:13][CH2:12][C:11](=[O:14])[CH2:10][CH2:9]1)=[O:7])([CH3:4])([CH3:3])[CH3:2].C([N-]C(C)C)(C)C.[Li+].[F:23][C:24]([F:31])([F:30])[C:25](OCC)=[O:26]. (6) Given the product [Br:1][C:2]1[CH:7]=[CH:6][C:5]([O:8][CH:9]2[CH2:13][CH2:12][CH2:11][CH2:10]2)=[CH:4][CH:3]=1, predict the reactants needed to synthesize it. The reactants are: [Br:1][C:2]1[CH:7]=[CH:6][C:5]([OH:8])=[CH:4][CH:3]=1.[CH:9]1(Br)[CH2:13][CH2:12][CH2:11][CH2:10]1.[OH-].[Na+].CN(C=O)C. (7) Given the product [CH2:28]([C:30]1[N:31]([C:2]2[N:10]=[C:9]3[C:5]([N:6]=[C:7]([CH2:12][CH2:13][N:14]4[CH2:17][C:16]([CH:19]([CH3:21])[CH3:20])([OH:18])[CH2:15]4)[N:8]3[CH3:11])=[C:4]([N:22]3[CH2:27][CH2:26][O:25][CH2:24][CH2:23]3)[N:3]=2)[C:32]2[CH:38]=[CH:37][CH:36]=[CH:35][C:33]=2[N:34]=1)[CH3:29], predict the reactants needed to synthesize it. The reactants are: Cl[C:2]1[N:10]=[C:9]2[C:5]([N:6]=[C:7]([CH2:12][CH2:13][N:14]3[CH2:17][C:16]([CH:19]([CH3:21])[CH3:20])([OH:18])[CH2:15]3)[N:8]2[CH3:11])=[C:4]([N:22]2[CH2:27][CH2:26][O:25][CH2:24][CH2:23]2)[N:3]=1.[CH2:28]([C:30]1[NH:31][C:32]2[CH:38]=[CH:37][CH:36]=[CH:35][C:33]=2[N:34]=1)[CH3:29].CC(C1C=C(C(C)C)C(C2C=CC=CC=2P(C2CCCCC2)C2CCCCC2)=C(C(C)C)C=1)C.C([O-])([O-])=O.[Cs+].[Cs+]. (8) Given the product [Br:15][C:16]1[CH:21]=[CH:20][CH:19]=[CH:18][C:17]=1[CH2:2][C@@H:3]1[CH2:7][CH2:6][N:5]([C:8]([O:10][C:11]([CH3:14])([CH3:13])[CH3:12])=[O:9])[CH2:4]1, predict the reactants needed to synthesize it. The reactants are: I[CH2:2][C@@H:3]1[CH2:7][CH2:6][N:5]([C:8]([O:10][C:11]([CH3:14])([CH3:13])[CH3:12])=[O:9])[CH2:4]1.[Br:15][C:16]1[CH:21]=[CH:20][CH:19]=[CH:18][C:17]=1B(O)O. (9) Given the product [Cl:15][C:16]1[N:21]2[N:22]=[C:23]([C:31]3[CH:36]=[CH:35][CH:34]=[C:33]([CH3:37])[CH:32]=3)[C:24]([C:25]3[C:26]([CH3:29])=[C:27]([CH3:28])[N:10]=[C:8]([NH:7][CH:2]4[CH2:6][CH2:5][CH2:4][CH2:3]4)[N:9]=3)=[C:20]2[CH:19]=[CH:18][CH:17]=1, predict the reactants needed to synthesize it. The reactants are: Cl.[CH:2]1([NH:7][C:8]([NH2:10])=[NH:9])[CH2:6][CH2:5][CH2:4][CH2:3]1.[O-]CC.[Na+].[Cl:15][C:16]1[N:21]2[N:22]=[C:23]([C:31]3[CH:36]=[CH:35][CH:34]=[C:33]([CH3:37])[CH:32]=3)[C:24]([C:25](=O)/[C:26](/[CH3:29])=[CH:27]/[CH3:28])=[C:20]2[CH:19]=[CH:18][CH:17]=1. (10) The reactants are: [H-].[Al+3].[Li+].[H-].[H-].[H-].C1COCC1.[Cl:12][C:13]1[CH:14]=[C:15]([C:28](OC)=[O:29])[C:16]2[O:20][C:19]([C:21]3[CH:22]=[N:23][CH:24]=[CH:25][CH:26]=3)=[CH:18][C:17]=2[CH:27]=1. Given the product [Cl:12][C:13]1[CH:14]=[C:15]([CH2:28][OH:29])[C:16]2[O:20][C:19]([C:21]3[CH:22]=[N:23][CH:24]=[CH:25][CH:26]=3)=[CH:18][C:17]=2[CH:27]=1, predict the reactants needed to synthesize it.